Dataset: Forward reaction prediction with 1.9M reactions from USPTO patents (1976-2016). Task: Predict the product of the given reaction. Given the reactants [CH2:1]([C:5]1[NH:6][CH:7]=[CH:8][N:9]=1)[CH2:2][CH2:3][CH3:4].C[O-].[Na+].[Cl:13][C:14]1[CH:21]=[CH:20][CH:19]=[CH:18][C:15]=1[CH2:16]Br, predict the reaction product. The product is: [CH2:1]([C:5]1[N:6]([CH2:16][C:15]2[CH:18]=[CH:19][CH:20]=[CH:21][C:14]=2[Cl:13])[CH:7]=[CH:8][N:9]=1)[CH2:2][CH2:3][CH3:4].